This data is from NCI-60 drug combinations with 297,098 pairs across 59 cell lines. The task is: Regression. Given two drug SMILES strings and cell line genomic features, predict the synergy score measuring deviation from expected non-interaction effect. (1) Drug 2: CCN(CC)CCCC(C)NC1=C2C=C(C=CC2=NC3=C1C=CC(=C3)Cl)OC. Cell line: M14. Synergy scores: CSS=11.5, Synergy_ZIP=-4.35, Synergy_Bliss=-0.184, Synergy_Loewe=-4.70, Synergy_HSA=-1.37. Drug 1: CCC1(CC2CC(C3=C(CCN(C2)C1)C4=CC=CC=C4N3)(C5=C(C=C6C(=C5)C78CCN9C7C(C=CC9)(C(C(C8N6C)(C(=O)OC)O)OC(=O)C)CC)OC)C(=O)OC)O.OS(=O)(=O)O. (2) Drug 1: CCN(CC)CCNC(=O)C1=C(NC(=C1C)C=C2C3=C(C=CC(=C3)F)NC2=O)C. Drug 2: CCC1=C2N=C(C=C(N2N=C1)NCC3=C[N+](=CC=C3)[O-])N4CCCCC4CCO. Cell line: NCIH23. Synergy scores: CSS=80.6, Synergy_ZIP=8.07, Synergy_Bliss=7.90, Synergy_Loewe=1.76, Synergy_HSA=11.1. (3) Drug 1: CC1=C2C(C(=O)C3(C(CC4C(C3C(C(C2(C)C)(CC1OC(=O)C(C(C5=CC=CC=C5)NC(=O)OC(C)(C)C)O)O)OC(=O)C6=CC=CC=C6)(CO4)OC(=O)C)O)C)O. Drug 2: CC1C(C(CC(O1)OC2CC(CC3=C2C(=C4C(=C3O)C(=O)C5=CC=CC=C5C4=O)O)(C(=O)C)O)N)O. Cell line: SF-268. Synergy scores: CSS=42.4, Synergy_ZIP=-1.18, Synergy_Bliss=-0.219, Synergy_Loewe=2.13, Synergy_HSA=3.04.